Dataset: Full USPTO retrosynthesis dataset with 1.9M reactions from patents (1976-2016). Task: Predict the reactants needed to synthesize the given product. (1) Given the product [Br:14][C:15]1[CH:16]=[C:17]([N:1]2[C:5]3=[N:6][CH:7]=[CH:8][CH:9]=[C:4]3[C:3]([C:10]([O:12][CH3:13])=[O:11])=[N:2]2)[CH:18]=[C:19]([N:21]2[CH2:26][CH2:25][O:24][CH2:23][CH2:22]2)[CH:20]=1, predict the reactants needed to synthesize it. The reactants are: [NH:1]1[C:5]2=[N:6][CH:7]=[CH:8][CH:9]=[C:4]2[C:3]([C:10]([O:12][CH3:13])=[O:11])=[N:2]1.[Br:14][C:15]1[CH:16]=[C:17](B(O)O)[CH:18]=[C:19]([N:21]2[CH2:26][CH2:25][O:24][CH2:23][CH2:22]2)[CH:20]=1. (2) Given the product [Cl:12][C:13]1[CH:14]=[CH:15][C:16]([C@:19]([NH:20][S@:21]([C:23]([CH3:26])([CH3:25])[CH3:24])=[O:22])([C:27]2[CH:32]=[C:31]([C:33]([F:36])([F:35])[F:34])[CH:30]=[C:29]([F:37])[CH:28]=2)[CH2:2][C:1]#[N:3])=[N:17][CH:18]=1, predict the reactants needed to synthesize it. The reactants are: [C:1](#[N:3])[CH3:2].[Li+].CC([N-]C(C)C)C.[Cl:12][C:13]1[CH:14]=[CH:15][C:16]([C:19]([C:27]2[CH:32]=[C:31]([C:33]([F:36])([F:35])[F:34])[CH:30]=[C:29]([F:37])[CH:28]=2)=[N:20][S@:21]([C:23]([CH3:26])([CH3:25])[CH3:24])=[O:22])=[N:17][CH:18]=1.